From a dataset of Reaction yield outcomes from USPTO patents with 853,638 reactions. Predict the reaction yield, written as a fraction of the theoretical maximum amount of product (1.0 means a 100% yield; for example, 0.34 means a 34% yield). (1) The reactants are [CH3:1][O:2][C:3]1[CH:8]=[CH:7][C:6]([C:9]2[CH:17]=[CH:16][CH:15]=[C:14]3[C:10]=2[CH2:11][C:12](=[O:18])[NH:13]3)=[CH:5][CH:4]=1.[N:19]1([CH2:24][CH2:25][NH:26][C:27]([C:29]2[C:33]([CH3:34])=[C:32]([CH:35]=O)[NH:31][C:30]=2[CH3:37])=[O:28])[CH:23]=[CH:22][N:21]=[N:20]1. The catalyst is C(O)C.N1CCCCC1. The product is [N:19]1([CH2:24][CH2:25][NH:26][C:27]([C:29]2[C:33]([CH3:34])=[C:32]([CH:35]=[C:11]3[C:10]4[C:14](=[CH:15][CH:16]=[CH:17][C:9]=4[C:6]4[CH:7]=[CH:8][C:3]([O:2][CH3:1])=[CH:4][CH:5]=4)[NH:13][C:12]3=[O:18])[NH:31][C:30]=2[CH3:37])=[O:28])[CH:23]=[CH:22][N:21]=[N:20]1. The yield is 0.450. (2) The reactants are Cl.[CH:2]1[C:12]2[CH:11]=[CH:10][C:9]3[CH:13]=[CH:14][CH:15]=[CH:16][C:8]=3[CH:7]([CH:17]3[C:22](=[O:23])[CH2:21][CH2:20][NH:19][CH2:18]3)[C:6]=2[CH:5]=[CH:4][CH:3]=1.C(NCC)(C)C.[OH:30][C:31]1[CH:38]=[CH:37][C:34]([CH2:35]O)=[CH:33][CH:32]=1. The catalyst is ClCCl. The product is [CH:2]1[C:12]2[CH:11]=[CH:10][C:9]3[CH:13]=[CH:14][CH:15]=[CH:16][C:8]=3[CH:7]([CH:17]3[C:22](=[O:23])[CH2:21][CH2:20][N:19]([CH2:35][C:34]4[CH:37]=[CH:38][C:31]([OH:30])=[CH:32][CH:33]=4)[CH2:18]3)[C:6]=2[CH:5]=[CH:4][CH:3]=1. The yield is 0.420. (3) The reactants are [N+:1]([C:4]1[CH:22]=[CH:21][C:7]([O:8][C@H:9]2[CH2:13][CH2:12][N:11](C(OC(C)(C)C)=O)[CH2:10]2)=[CH:6][CH:5]=1)([O-:3])=[O:2].[ClH:23].CC(=O)OCC. The catalyst is CC(=O)OCC. The product is [ClH:23].[N+:1]([C:4]1[CH:22]=[CH:21][C:7]([O:8][C@H:9]2[CH2:13][CH2:12][NH:11][CH2:10]2)=[CH:6][CH:5]=1)([O-:3])=[O:2]. The yield is 1.00. (4) The reactants are C([N:8]1[CH2:19][CH2:18][C:11]2([C:15](=[O:16])[NH:14][C:13](=[O:17])[CH2:12]2)[CH2:10][CH2:9]1)C1C=CC=CC=1.CCO. The catalyst is [OH-].[OH-].[Pd+2].C(O)(=O)C. The product is [C:15]1(=[O:16])[C:11]2([CH2:10][CH2:9][NH:8][CH2:19][CH2:18]2)[CH2:12][C:13](=[O:17])[NH:14]1. The yield is 1.00. (5) The product is [NH2:23][C:19]1[CH:18]=[C:17]([S:14]([NH:13][CH2:12][CH2:11][CH2:10][NH:9][C:3]2[C:2]([Br:1])=[CH:7][N:6]=[C:5]([Cl:8])[N:4]=2)(=[O:15])=[O:16])[CH:22]=[CH:21][CH:20]=1. The reactants are [Br:1][C:2]1[C:3]([NH:9][CH2:10][CH2:11][CH2:12][NH:13][S:14]([C:17]2[CH:22]=[CH:21][CH:20]=[C:19]([N+:23]([O-])=O)[CH:18]=2)(=[O:16])=[O:15])=[N:4][C:5]([Cl:8])=[N:6][CH:7]=1.[OH-].[Na+]. The catalyst is O1CCCC1.Cl. The yield is 0.490. (6) The reactants are [CH3:1][C:2]1[S:16][C:5]2=[N:6][CH:7]=[C:8]([C:11]([O:13][CH2:14][CH3:15])=[O:12])[C:9](=[O:10])[N:4]2[CH:3]=1.C1C(=O)N([Br:24])C(=O)C1. The catalyst is C(Cl)(Cl)(Cl)Cl.C(OOC(=O)C1C=CC=CC=1)(=O)C1C=CC=CC=1. The product is [Br:24][CH2:1][C:2]1[S:16][C:5]2=[N:6][CH:7]=[C:8]([C:11]([O:13][CH2:14][CH3:15])=[O:12])[C:9](=[O:10])[N:4]2[CH:3]=1. The yield is 0.600.